Dataset: NCI-60 drug combinations with 297,098 pairs across 59 cell lines. Task: Regression. Given two drug SMILES strings and cell line genomic features, predict the synergy score measuring deviation from expected non-interaction effect. (1) Drug 1: C1=NC(=NC(=O)N1C2C(C(C(O2)CO)O)O)N. Drug 2: CC1=C(C(=O)C2=C(C1=O)N3CC4C(C3(C2COC(=O)N)OC)N4)N. Cell line: TK-10. Synergy scores: CSS=20.3, Synergy_ZIP=-8.67, Synergy_Bliss=-0.696, Synergy_Loewe=-3.95, Synergy_HSA=0.479. (2) Drug 1: CC(C1=C(C=CC(=C1Cl)F)Cl)OC2=C(N=CC(=C2)C3=CN(N=C3)C4CCNCC4)N. Drug 2: C1=CN(C=N1)CC(O)(P(=O)(O)O)P(=O)(O)O. Cell line: UACC-257. Synergy scores: CSS=4.49, Synergy_ZIP=-0.265, Synergy_Bliss=2.60, Synergy_Loewe=2.24, Synergy_HSA=2.19. (3) Drug 1: CN(CC1=CN=C2C(=N1)C(=NC(=N2)N)N)C3=CC=C(C=C3)C(=O)NC(CCC(=O)O)C(=O)O. Drug 2: C1=NC2=C(N1)C(=S)N=CN2. Cell line: MALME-3M. Synergy scores: CSS=16.0, Synergy_ZIP=-9.18, Synergy_Bliss=-6.83, Synergy_Loewe=-4.53, Synergy_HSA=-3.63. (4) Drug 1: CS(=O)(=O)C1=CC(=C(C=C1)C(=O)NC2=CC(=C(C=C2)Cl)C3=CC=CC=N3)Cl. Drug 2: CNC(=O)C1=CC=CC=C1SC2=CC3=C(C=C2)C(=NN3)C=CC4=CC=CC=N4. Cell line: U251. Synergy scores: CSS=24.9, Synergy_ZIP=1.91, Synergy_Bliss=4.36, Synergy_Loewe=-13.6, Synergy_HSA=6.58. (5) Drug 1: CC1C(C(CC(O1)OC2CC(CC3=C2C(=C4C(=C3O)C(=O)C5=C(C4=O)C(=CC=C5)OC)O)(C(=O)C)O)N)O.Cl. Cell line: NCIH23. Synergy scores: CSS=25.1, Synergy_ZIP=3.05, Synergy_Bliss=4.78, Synergy_Loewe=-30.5, Synergy_HSA=5.49. Drug 2: C1CC(=O)NC(=O)C1N2C(=O)C3=CC=CC=C3C2=O. (6) Drug 1: CC1=C(C=C(C=C1)C(=O)NC2=CC(=CC(=C2)C(F)(F)F)N3C=C(N=C3)C)NC4=NC=CC(=N4)C5=CN=CC=C5. Drug 2: CS(=O)(=O)CCNCC1=CC=C(O1)C2=CC3=C(C=C2)N=CN=C3NC4=CC(=C(C=C4)OCC5=CC(=CC=C5)F)Cl. Cell line: COLO 205. Synergy scores: CSS=0.866, Synergy_ZIP=0.121, Synergy_Bliss=-0.803, Synergy_Loewe=-1.72, Synergy_HSA=-1.78.